This data is from Forward reaction prediction with 1.9M reactions from USPTO patents (1976-2016). The task is: Predict the product of the given reaction. (1) Given the reactants C(OC([N:8]1[CH2:12][C@@H:11]([CH2:13][N:14]([C:18](=[O:33])[C:19]2[CH:24]=[CH:23][C:22]([CH2:25][CH3:26])=[C:21]([O:27][CH2:28][CH2:29][CH2:30][O:31][CH3:32])[CH:20]=2)[CH:15]([CH3:17])[CH3:16])[C@H:10]([NH2:34])[CH2:9]1)=O)(C)(C)C.[F:35][C:36]1[CH:41]=[CH:40][C:39]([CH2:42][S:43](Cl)(=[O:45])=[O:44])=[CH:38][CH:37]=1.CC#N.O.CC#N, predict the reaction product. The product is: [CH2:25]([C:22]1[CH:23]=[CH:24][C:19]([C:18]([N:14]([CH2:13][C@H:11]2[C@H:10]([NH:34][S:43]([CH2:42][C:39]3[CH:40]=[CH:41][C:36]([F:35])=[CH:37][CH:38]=3)(=[O:44])=[O:45])[CH2:9][NH:8][CH2:12]2)[CH:15]([CH3:17])[CH3:16])=[O:33])=[CH:20][C:21]=1[O:27][CH2:28][CH2:29][CH2:30][O:31][CH3:32])[CH3:26]. (2) Given the reactants [C:1]([O:5][C:6]([N:8]1[CH2:12][C@H:11]([F:13])[C@@H:10]([O:14][CH3:15])[C@H:9]1[C:16]([OH:18])=O)=[O:7])([CH3:4])([CH3:3])[CH3:2].C(OC(N1C[C@@H](OC)[C@H](F)[C@H]1C(O)=O)=O)(C)(C)C.ClC(N(C)C)=C(C)C.[F:45][C:46]1[C:52]([O:53][C:54]([F:57])([F:56])[F:55])=[CH:51][CH:50]=[CH:49][C:47]=1[NH2:48].CCN(C(C)C)C(C)C, predict the reaction product. The product is: [C:1]([O:5][C:6]([N:8]1[CH2:12][C@H:11]([F:13])[C@@H:10]([O:14][CH3:15])[C@H:9]1[C:16](=[O:18])[NH:48][C:47]1[CH:49]=[CH:50][CH:51]=[C:52]([O:53][C:54]([F:55])([F:56])[F:57])[C:46]=1[F:45])=[O:7])([CH3:2])([CH3:3])[CH3:4]. (3) Given the reactants Br[C:2]1[C:11]2[C:6](=[C:7]([C:12]([F:15])([F:14])[F:13])[CH:8]=[CH:9][CH:10]=2)[CH:5]=[CH:4][CH:3]=1.[Li]CCCC.[CH:21](=[O:24])[CH2:22][CH3:23], predict the reaction product. The product is: [F:13][C:12]([F:15])([F:14])[C:7]1[CH:8]=[CH:9][CH:10]=[C:11]2[C:6]=1[CH:5]=[CH:4][CH:3]=[C:2]2[CH:21]([OH:24])[CH2:22][CH3:23]. (4) Given the reactants C(O)(C(F)(F)F)=O.C(OC(=O)[NH:14][C@@H:15]([CH2:24][C:25]1[CH:30]=[CH:29][C:28]([O:31][CH2:32][CH2:33][C@H:34]([CH:36]2[CH2:41][CH2:40][N:39]([C:42]3[O:46][N:45]=[C:44]([CH:47]([CH3:49])[CH3:48])[N:43]=3)[CH2:38][CH2:37]2)[CH3:35])=[CH:27][C:26]=1[F:50])[C:16]([N:18]1[CH2:21][C:20]([F:23])([F:22])[CH2:19]1)=[O:17])(C)(C)C, predict the reaction product. The product is: [NH2:14][C@@H:15]([CH2:24][C:25]1[CH:30]=[CH:29][C:28]([O:31][CH2:32][CH2:33][C@H:34]([CH:36]2[CH2:41][CH2:40][N:39]([C:42]3[O:46][N:45]=[C:44]([CH:47]([CH3:49])[CH3:48])[N:43]=3)[CH2:38][CH2:37]2)[CH3:35])=[CH:27][C:26]=1[F:50])[C:16]([N:18]1[CH2:21][C:20]([F:22])([F:23])[CH2:19]1)=[O:17]. (5) Given the reactants [O:1]=[C:2]([N:15]1[CH2:19][CH2:18][CH2:17][C@H:16]1[C:20]1[NH:21][C:22]([C:25]2[CH:30]=[CH:29][C:28]([C:31]3[S:35][C:34]4[CH:36]=[C:37](B5OC(C)(C)C(C)(C)O5)[CH:38]=[CH:39][C:33]=4[CH:32]=3)=[CH:27][CH:26]=2)=[CH:23][N:24]=1)[C@H:3]([NH:10][C:11](=[O:14])[O:12][CH3:13])[C:4]1[CH:9]=[CH:8][CH:7]=[CH:6][CH:5]=1.Br[C:50]1[N:51]=[C:52]([C@@H:55]2[CH2:59][CH2:58][CH2:57][N:56]2[C:60]([O:62][C:63]([CH3:66])([CH3:65])[CH3:64])=[O:61])[NH:53][CH:54]=1.C(=O)([O-])[O-].[K+].[K+].C(COC)OC, predict the reaction product. The product is: [CH3:13][O:12][C:11]([NH:10][C@H:3]([C:4]1[CH:5]=[CH:6][CH:7]=[CH:8][CH:9]=1)[C:2]([N:15]1[CH2:19][CH2:18][CH2:17][C@H:16]1[C:20]1[NH:21][C:22]([C:25]2[CH:30]=[CH:29][C:28]([C:31]3[S:35][C:34]4[CH:36]=[C:37]([C:54]5[N:53]=[C:52]([C@@H:55]6[CH2:59][CH2:58][CH2:57][N:56]6[C:60]([O:62][C:63]([CH3:66])([CH3:65])[CH3:64])=[O:61])[NH:51][CH:50]=5)[CH:38]=[CH:39][C:33]=4[CH:32]=3)=[CH:27][CH:26]=2)=[CH:23][N:24]=1)=[O:1])=[O:14]. (6) The product is: [CH3:1][O:2][C:3]([NH:5][C@H:6]([C:58]1[CH:59]=[CH:60][CH:61]=[CH:62][CH:63]=1)[C:7]([N:9]1[CH2:13][CH2:12][CH2:11][C@H:10]1[C:14]1[NH:15][C:16]([C:19]2[CH:20]=[CH:21][C:22]3[C:31]4[C:26](=[C:27]5[CH:35]=[CH:34][C:33]([C:36]6[NH:40][C:39]([C@@H:41]7[CH2:45][CH2:44][CH2:43][N:42]7[C:46](=[O:56])[C@@H:47]([NH:51][C:52](=[O:55])[O:53][CH3:54])[CH:48]7[CH2:50][CH2:66][O:65][CH2:64][CH2:49]7)=[N:38][CH:37]=6)=[CH:32][C:28]5=[CH:29][CH:30]=4)[O:25][CH2:24][C:23]=3[CH:57]=2)=[CH:17][N:18]=1)=[O:8])=[O:4]. Given the reactants [CH3:1][O:2][C:3]([NH:5][C@H:6]([C:58]1[CH:63]=[CH:62][CH:61]=[CH:60][CH:59]=1)[C:7]([N:9]1[CH2:13][CH2:12][CH2:11][C@H:10]1[C:14]1[NH:15][C:16]([C:19]2[CH:20]=[CH:21][C:22]3[C:31]4[C:26](=[C:27]5[CH:35]=[CH:34][C:33]([C:36]6[NH:40][C:39]([C@@H:41]7[CH2:45][CH2:44][CH2:43][N:42]7[C:46](=[O:56])[C@@H:47]([NH:51][C:52](=[O:55])[O:53][CH3:54])[CH:48]([CH3:50])[CH3:49])=[N:38][CH:37]=6)=[CH:32][C:28]5=[CH:29][CH:30]=4)[O:25][CH2:24][C:23]=3[CH:57]=2)=[CH:17][N:18]=1)=[O:8])=[O:4].[CH3:64][O:65][C:66](N[C@@H](C(C)C)C(O)=O)=O, predict the reaction product. (7) The product is: [O:20]1[CH:21]=[CH:22][CH:23]=[C:19]1[C:4]1[N:3]=[C:2]([NH2:1])[N:7]=[C:6]([NH:33][CH2:32][CH2:31][NH:30][C:24]2[CH:29]=[CH:28][CH:27]=[CH:26][CH:25]=2)[C:5]=1[N+:16]([O-:18])=[O:17]. Given the reactants [NH2:1][C:2]1[N:7]=[C:6](OS(C(F)(F)F)(=O)=O)[C:5]([N+:16]([O-:18])=[O:17])=[C:4]([C:19]2[O:20][CH:21]=[CH:22][CH:23]=2)[N:3]=1.[C:24]1([NH:30][CH2:31][CH2:32][NH2:33])[CH:29]=[CH:28][CH:27]=[CH:26][CH:25]=1, predict the reaction product. (8) Given the reactants [C:1]([O:5][C:6]([NH:8][C@@H:9]([C:20]([OH:22])=[O:21])[CH2:10][C:11]1[C:19]2[C:14](=[CH:15][CH:16]=[CH:17][CH:18]=2)[NH:13][CH:12]=1)=[O:7])([CH3:4])([CH3:3])[CH3:2].[CH3:23]C(C)([O-])C.[K+].IC, predict the reaction product. The product is: [C:1]([O:5][C:6]([NH:8][C@H:9]([CH2:10][C:11]1[C:19]2[C:14](=[CH:15][CH:16]=[CH:17][CH:18]=2)[N:13]([CH3:23])[CH:12]=1)[C:20]([OH:22])=[O:21])=[O:7])([CH3:4])([CH3:2])[CH3:3]. (9) The product is: [N:15]1[CH:16]=[CH:17][CH:18]=[CH:19][C:14]=1[C:4]1[N:3]=[C:2]([NH2:1])[CH:7]=[N:6][CH:5]=1. Given the reactants [NH2:1][C:2]1[CH:7]=[N:6][CH:5]=[C:4](Cl)[N:3]=1.C([Sn](CCCC)(CCCC)[C:14]1[CH:19]=[CH:18][CH:17]=[CH:16][N:15]=1)CCC, predict the reaction product. (10) Given the reactants [CH3:1][O:2][C:3]([C:5]1[CH:6]=[N:7][C:8](N)=[N:9][CH:10]=1)=[O:4].Cl.C(Cl)[Cl:14].N([O-])=O.[Na+], predict the reaction product. The product is: [Cl:14][C:8]1[N:7]=[CH:6][C:5]([C:3]([O:2][CH3:1])=[O:4])=[CH:10][N:9]=1.